From a dataset of Forward reaction prediction with 1.9M reactions from USPTO patents (1976-2016). Predict the product of the given reaction. (1) Given the reactants [CH3:1][N:2]([CH3:37])[CH2:3][CH2:4][CH2:5][O:6][C:7]1[CH:36]=[CH:35][CH:34]=[CH:33][C:8]=1[CH2:9][NH:10][C:11]1[CH:16]=[CH:15][C:14]([CH2:17][S:18]([CH3:21])(=[O:20])=[O:19])=[CH:13][C:12]=1[C:22]1[C:23]2[CH:32]=[CH:31][NH:30][C:24]=2[C:25](=[O:29])[N:26]([CH3:28])[CH:27]=1.C=O.[C:40](=O)(O)[O-].[Na+].C(OCC)(=O)C, predict the reaction product. The product is: [CH3:37][N:2]([CH3:1])[CH2:3][CH2:4][CH2:5][O:6][C:7]1[CH:36]=[CH:35][CH:34]=[CH:33][C:8]=1[CH2:9][N:10]1[CH2:40][C:32]2[C:23]3=[C:24]([C:25](=[O:29])[N:26]([CH3:28])[CH:27]=[C:22]3[C:12]3[CH:13]=[C:14]([CH2:17][S:18]([CH3:21])(=[O:19])=[O:20])[CH:15]=[CH:16][C:11]1=3)[NH:30][CH:31]=2. (2) The product is: [F:34][C:32]1[CH:31]=[C:30]([C:35]2[N:39]=[C:38]([CH3:40])[N:37]([CH2:41][CH2:42][C:43]([NH:46][CH2:21][CH:20]([C:11]3[C:12]4[O:17][CH2:16][C:15](=[O:18])[NH:14][C:13]=4[CH:19]=[C:9]([OH:8])[CH:10]=3)[OH:26])([CH3:44])[CH3:45])[N:36]=2)[CH:29]=[C:28]([F:27])[CH:33]=1. Given the reactants C([O:8][C:9]1[CH:10]=[C:11]([C:20](=[O:26])[CH:21](OCC)O)[C:12]2[O:17][CH2:16][C:15](=[O:18])[NH:14][C:13]=2[CH:19]=1)C1C=CC=CC=1.[F:27][C:28]1[CH:29]=[C:30]([C:35]2[N:39]=[C:38]([CH3:40])[N:37]([CH2:41][CH2:42][C:43]([NH2:46])([CH3:45])[CH3:44])[N:36]=2)[CH:31]=[C:32]([F:34])[CH:33]=1.FC(F)(F)C([O-])=O, predict the reaction product. (3) Given the reactants [Cl:1][C:2]1[CH:3]=[N:4][C:5]2[N:6]([N:8]=[C:9]([C:11]([OH:13])=O)[CH:10]=2)[CH:7]=1.[CH3:14][N:15]1[C:20]2[CH:21]=[C:22]([CH3:24])[O:23][C:19]=2[CH2:18][CH2:17][NH:16]1, predict the reaction product. The product is: [Cl:1][C:2]1[CH:3]=[N:4][C:5]2[N:6]([N:8]=[C:9]([C:11]([N:16]3[CH2:17][CH2:18][C:19]4[O:23][C:22]([CH3:24])=[CH:21][C:20]=4[N:15]3[CH3:14])=[O:13])[CH:10]=2)[CH:7]=1. (4) The product is: [Cl:1][C:2]1[N:7]=[C:6]([C:11]2[CH:12]=[CH:13][CH:14]=[C:15]([C:16]([F:19])([F:18])[F:17])[C:10]=2[OH:9])[CH:5]=[CH:4][N:3]=1. Given the reactants [Cl:1][C:2]1[N:7]=[C:6](Cl)[CH:5]=[CH:4][N:3]=1.[OH:9][C:10]1[C:15]([C:16]([F:19])([F:18])[F:17])=[CH:14][CH:13]=[CH:12][C:11]=1B(O)O.C(=O)([O-])[O-].[Na+].[Na+], predict the reaction product. (5) Given the reactants [C:1]([O:5][C:6](=[O:34])[N:7]([C@H:11]1[CH2:20][CH2:19][C:18]2[C:13](=[CH:14][CH:15]=[C:16]([NH:21][S:22]([C:25]3[CH:30]=[CH:29][C:28]([C:31](=[O:33])[CH3:32])=[CH:27][CH:26]=3)(=[O:24])=[O:23])[CH:17]=2)[CH2:12]1)[CH2:8][CH2:9][CH3:10])([CH3:4])([CH3:3])[CH3:2].[CH3:35][Mg]Br.C(OCC)C, predict the reaction product. The product is: [C:1]([O:5][C:6](=[O:34])[N:7]([C@H:11]1[CH2:20][CH2:19][C:18]2[C:13](=[CH:14][CH:15]=[C:16]([NH:21][S:22]([C:25]3[CH:30]=[CH:29][C:28]([C:31]([OH:33])([CH3:35])[CH3:32])=[CH:27][CH:26]=3)(=[O:24])=[O:23])[CH:17]=2)[CH2:12]1)[CH2:8][CH2:9][CH3:10])([CH3:2])([CH3:3])[CH3:4]. (6) Given the reactants [F:1][C:2]1[CH:7]=[CH:6][C:5]([C:8]2[CH:17]=[CH:16][C:15]3[C:10](=[CH:11][CH:12]=[C:13]([O:18][CH3:19])[CH:14]=3)[C:9]=2[C:20]([C:22]2[CH:27]=[CH:26][C:25]([O:28][CH2:29][CH2:30][N:31]3[CH2:36][CH2:35][CH2:34][CH2:33][CH2:32]3)=[CH:24][CH:23]=2)=O)=[C:4]([S:37]C)[CH:3]=1.[H-].[Al+3].[Li+].[H-].[H-].[H-].[Cl-].[NH4+].C(N(C(C)C)CC)(C)C.CS(Cl)(=O)=O.C(=O)(O)[O-].[Na+], predict the reaction product. The product is: [F:1][C:2]1[CH:3]=[C:4]2[C:5](=[CH:6][CH:7]=1)[C:8]1[C:9](=[C:10]3[C:15](=[CH:16][CH:17]=1)[CH:14]=[C:13]([O:18][CH3:19])[CH:12]=[CH:11]3)[CH:20]([C:22]1[CH:27]=[CH:26][C:25]([O:28][CH2:29][CH2:30][N:31]3[CH2:32][CH2:33][CH2:34][CH2:35][CH2:36]3)=[CH:24][CH:23]=1)[S:37]2.